Dataset: Catalyst prediction with 721,799 reactions and 888 catalyst types from USPTO. Task: Predict which catalyst facilitates the given reaction. Reactant: [Cl:1][C:2]1[CH:3]=[C:4]([C:9]2([C:22]([F:25])([F:24])[F:23])[O:13][N:12]=[C:11]([C:14]3[CH:19]=[CH:18][C:17](F)=[C:16]([CH3:21])[CH:15]=3)[CH2:10]2)[CH:5]=[C:6]([Cl:8])[CH:7]=1.C(=O)([O-])[O-].[K+].[K+].[CH2:32]([SH:39])[C:33]1[CH:38]=[CH:37][CH:36]=[CH:35][CH:34]=1.O. Product: [Cl:1][C:2]1[CH:3]=[C:4]([C:9]2([C:22]([F:25])([F:24])[F:23])[O:13][N:12]=[C:11]([C:14]3[CH:19]=[CH:18][C:17]([S:39][CH2:32][C:33]4[CH:38]=[CH:37][CH:36]=[CH:35][CH:34]=4)=[C:16]([CH3:21])[CH:15]=3)[CH2:10]2)[CH:5]=[C:6]([Cl:8])[CH:7]=1. The catalyst class is: 9.